Task: Predict the reaction yield, written as a fraction of the theoretical maximum amount of product (1.0 means a 100% yield; for example, 0.34 means a 34% yield).. Dataset: Reaction yield outcomes from USPTO patents with 853,638 reactions (1) The reactants are [C:1]([O-:4])([O-])=O.[Na+].[Na+].[Cl:7][C:8]1[CH:9]=[C:10]([S:15][S:15][C:10]2[CH:11]=[C:12]([Cl:14])[CH:13]=[C:8]([Cl:7])[CH:9]=2)[CH:11]=[C:12]([Cl:14])[CH:13]=1.BrBr.C[OH:28]. No catalyst specified. The product is [Cl:7][C:8]1[CH:9]=[C:10]([S:15]([O:4][CH3:1])=[O:28])[CH:11]=[C:12]([Cl:14])[CH:13]=1. The yield is 1.00. (2) The yield is 0.879. The product is [NH2:10][CH2:9][C:8]1[C:7]([OH:11])=[N:6][C:5]([CH3:12])=[CH:4][C:3]=1[CH2:1][CH3:2]. The catalyst is CO.[Ni]. The reactants are [CH2:1]([C:3]1[C:8]([C:9]#[N:10])=[C:7]([OH:11])[N:6]=[C:5]([CH3:12])[CH:4]=1)[CH3:2].N. (3) The reactants are [CH:1]1([C:7]2[C:11]([CH2:12][CH2:13][CH2:14][OH:15])=[CH:10][N:9]([C:16]3[CH:21]=[CH:20][C:19]([C:22]([F:25])([F:24])[F:23])=[CH:18][N:17]=3)[N:8]=2)[CH2:6][CH2:5][CH2:4][CH2:3][CH2:2]1.O[C:27]1[C:32]([O:33][CH3:34])=[CH:31][CH:30]=[CH:29][C:28]=1[CH2:35][C:36]([O:38]C)=[O:37].C(P(CCCC)CCCC)CCC.N(C(N1CCCCC1)=O)=NC(N1CCCCC1)=O. The catalyst is O1CCCC1. The product is [CH:1]1([C:7]2[C:11]([CH2:12][CH2:13][CH2:14][O:15][C:27]3[C:32]([O:33][CH3:34])=[CH:31][CH:30]=[CH:29][C:28]=3[CH2:35][C:36]([OH:38])=[O:37])=[CH:10][N:9]([C:16]3[CH:21]=[CH:20][C:19]([C:22]([F:23])([F:24])[F:25])=[CH:18][N:17]=3)[N:8]=2)[CH2:6][CH2:5][CH2:4][CH2:3][CH2:2]1. The yield is 0.730. (4) The reactants are [OH:1][C:2]1[CH:3]=[C:4]2[C:8](=[CH:9][CH:10]=1)[NH:7][CH:6]=[CH:5]2.C(=O)([O-])[O-].[K+].[K+].[CH:17](I)([CH3:19])[CH3:18]. The catalyst is C(#N)C. The product is [CH:17]([O:1][C:2]1[CH:3]=[C:4]2[C:8](=[CH:9][CH:10]=1)[NH:7][CH:6]=[CH:5]2)([CH3:19])[CH3:18]. The yield is 0.830. (5) The product is [F:27][C:21]1[CH:22]=[C:23]([F:26])[CH:24]=[CH:25][C:20]=1[N:16]1[C:15]([C:9]2[S:8][C:7]3[C:6]4[N:28]=[C:2]([NH:34][CH2:33][CH:32]([OH:31])[CH3:35])[CH:3]=[CH:4][C:5]=4[O:14][CH2:13][CH2:12][C:11]=3[CH:10]=2)=[N:19][CH:18]=[N:17]1. The reactants are Cl[C:2]1[CH:3]=[CH:4][C:5]2[O:14][CH2:13][CH2:12][C:11]3[CH:10]=[C:9]([C:15]4[N:16]([C:20]5[CH:25]=[CH:24][C:23]([F:26])=[CH:22][C:21]=5[F:27])[N:17]=[CH:18][N:19]=4)[S:8][C:7]=3[C:6]=2[N:28]=1.C[Si](C)(C)[O:31][CH:32]([CH3:35])[CH2:33][NH2:34].CC(C1C=C(C(C)C)C(C2C=CC=CC=2P(C2CCCCC2)C2CCCCC2)=C(C(C)C)C=1)C.CC(C)([O-])C. The yield is 0.340. The catalyst is O1CCOCC1.CC([O-])=O.CC([O-])=O.[Pd+2]. (6) The reactants are [C:1]([O:5][C:6]([N:8]1[CH2:13][CH2:12][N:11]([CH:14]([CH3:18])[C:15](O)=[O:16])[CH2:10][CH2:9]1)=[O:7])([CH3:4])([CH3:3])[CH3:2]. The catalyst is C1COCC1. The product is [OH:16][CH2:15][CH:14]([N:11]1[CH2:12][CH2:13][N:8]([C:6]([O:5][C:1]([CH3:2])([CH3:4])[CH3:3])=[O:7])[CH2:9][CH2:10]1)[CH3:18]. The yield is 0.332.